From a dataset of Forward reaction prediction with 1.9M reactions from USPTO patents (1976-2016). Predict the product of the given reaction. (1) Given the reactants Cl.[I:2][C:3]1[CH:21]=[CH:20][C:6]([O:7][C:8]2[CH:13]=[CH:12][C:11]([N:14]3[CH2:19][CH2:18][NH:17][CH2:16][CH2:15]3)=[CH:10][CH:9]=2)=[CH:5][CH:4]=1.[CH3:22][O:23][C:24](=[O:28])[CH2:25][CH2:26]Br, predict the reaction product. The product is: [CH3:22][O:23][C:24](=[O:28])[CH2:25][CH2:26][N:17]1[CH2:16][CH2:15][N:14]([C:11]2[CH:10]=[CH:9][C:8]([O:7][C:6]3[CH:20]=[CH:21][C:3]([I:2])=[CH:4][CH:5]=3)=[CH:13][CH:12]=2)[CH2:19][CH2:18]1. (2) Given the reactants [NH2:1][C:2]1[C:7]([C:8]#[N:9])=[C:6]([C:10]2[CH:28]=[CH:27][C:13]([O:14][CH:15]3[CH2:19][CH2:18][N:17]([C:20]([O:22][C:23]([CH3:26])([CH3:25])[CH3:24])=[O:21])[CH2:16]3)=[CH:12][CH:11]=2)[C:5]([C:29]#[N:30])=[C:4]([SH:31])[N:3]=1.Cl[CH2:33][C:34]1[N:35]=[C:36]([C:39]2[CH:44]=[CH:43][C:42]([Cl:45])=[CH:41][CH:40]=2)[S:37][CH:38]=1.C(=O)(O)[O-].[Na+], predict the reaction product. The product is: [NH2:1][C:2]1[C:7]([C:8]#[N:9])=[C:6]([C:10]2[CH:28]=[CH:27][C:13]([O:14][CH:15]3[CH2:19][CH2:18][N:17]([C:20]([O:22][C:23]([CH3:25])([CH3:26])[CH3:24])=[O:21])[CH2:16]3)=[CH:12][CH:11]=2)[C:5]([C:29]#[N:30])=[C:4]([S:31][CH2:33][C:34]2[N:35]=[C:36]([C:39]3[CH:44]=[CH:43][C:42]([Cl:45])=[CH:41][CH:40]=3)[S:37][CH:38]=2)[N:3]=1. (3) Given the reactants [F:1][C:2]([F:13])([F:12])[CH2:3][O:4][C:5]1[CH:10]=[CH:9][C:8]([OH:11])=[CH:7][CH:6]=1.S(Cl)([Cl:17])(=O)=O, predict the reaction product. The product is: [Cl:17][C:7]1[CH:6]=[C:5]([O:4][CH2:3][C:2]([F:12])([F:13])[F:1])[CH:10]=[CH:9][C:8]=1[OH:11]. (4) The product is: [CH2:46]([O:45][C:43](=[O:44])[CH2:42][N:29]1[CH2:28][CH2:27][C:26]2[C:31](=[CH:32][CH:33]=[C:24]([C:21]3[N:20]=[C:19]([C:11]4[CH:12]=[CH:13][C:14]([O:15][CH:16]([CH3:18])[CH3:17])=[C:9]([Cl:8])[CH:10]=4)[O:23][N:22]=3)[C:25]=2[CH3:34])[CH2:30]1)[CH3:47]. Given the reactants FC(F)(F)C(O)=O.[Cl:8][C:9]1[CH:10]=[C:11]([C:19]2[O:23][N:22]=[C:21]([C:24]3[C:25]([CH3:34])=[C:26]4[C:31](=[CH:32][CH:33]=3)[CH2:30][NH:29][CH2:28][CH2:27]4)[N:20]=2)[CH:12]=[CH:13][C:14]=1[O:15][CH:16]([CH3:18])[CH3:17].C(=O)([O-])[O-].[Cs+].[Cs+].Br[CH2:42][C:43]([O:45][CH2:46][CH3:47])=[O:44], predict the reaction product. (5) Given the reactants C([O-])(=O)CC(CC([O-])=O)(C([O-])=O)O.C([N:21]1[CH2:26][CH2:25][C:24]([C:44]2[CH:49]=[CH:48][C:47]([F:50])=[CH:46][CH:45]=2)([CH2:27][N:28]([CH3:43])[C:29]([C:31]2[C:40]3[C:35](=[CH:36][CH:37]=[CH:38][CH:39]=3)[CH:34]=[C:33]([C:41]#[N:42])[CH:32]=2)=[O:30])[CH2:23][CH2:22]1)(OC(C)(C)C)=O, predict the reaction product. The product is: [F:50][C:47]1[CH:46]=[CH:45][C:44]([C:24]2([CH2:27][N:28]([CH3:43])[C:29]([C:31]3[C:40]4[C:35](=[CH:36][CH:37]=[CH:38][CH:39]=4)[CH:34]=[C:33]([C:41]#[N:42])[CH:32]=3)=[O:30])[CH2:23][CH2:22][NH:21][CH2:26][CH2:25]2)=[CH:49][CH:48]=1. (6) Given the reactants [CH:1]1([C:5]2[N:9]3[CH:10]=[CH:11][N:12]=[C:13]([NH2:14])[C:8]3=[C:7](I)[N:6]=2)[CH2:4][CH2:3][CH2:2]1.[CH2:16]=[CH:17][C:18]1[CH:23]=[CH:22][CH:21]=[CH:20][CH:19]=1.C(N(CC)CC)C, predict the reaction product. The product is: [CH:1]1([C:5]2[N:9]3[CH:10]=[CH:11][N:12]=[C:13]([NH2:14])[C:8]3=[C:7](/[CH:16]=[CH:17]/[C:18]3[CH:23]=[CH:22][CH:21]=[CH:20][CH:19]=3)[N:6]=2)[CH2:4][CH2:3][CH2:2]1. (7) Given the reactants [Cl:1][C:2]1[CH:3]=[C:4]([CH:7]=[C:8]([OH:10])[CH:9]=1)[C:5]#[N:6].[H-].[Na+].F[C:14]1[C:19]([F:20])=[C:18]([F:21])[CH:17]=[CH:16][C:15]=1[N+:22]([O-:24])=[O:23].Cl, predict the reaction product. The product is: [Cl:1][C:2]1[CH:3]=[C:4]([CH:7]=[C:8]([O:10][C:14]2[C:15]([N+:22]([O-:24])=[O:23])=[CH:16][CH:17]=[C:18]([F:21])[C:19]=2[F:20])[CH:9]=1)[C:5]#[N:6].